From a dataset of Reaction yield outcomes from USPTO patents with 853,638 reactions. Predict the reaction yield, written as a fraction of the theoretical maximum amount of product (1.0 means a 100% yield; for example, 0.34 means a 34% yield). (1) The product is [C:17]([C:20]1[S:24][C:23]([C:2]2[CH:3]=[N:4][CH:5]=[C:6]([CH:16]=2)[C:7]([CH:9]2[CH2:13][CH2:12][N:11]([CH3:14])[C:10]2=[O:15])=[O:8])=[CH:22][CH:21]=1)(=[O:19])[CH3:18]. The catalyst is C1(C)C=CC=CC=1.O1CCOCC1.C1(P(C2C=CC=CC=2)[C-]2C=CC=C2)C=CC=CC=1.[C-]1(P(C2C=CC=CC=2)C2C=CC=CC=2)C=CC=C1.[Fe+2]. The yield is 0.500. The reactants are Br[C:2]1[CH:3]=[N:4][CH:5]=[C:6]([CH:16]=1)[C:7]([CH:9]1[CH2:13][CH2:12][N:11]([CH3:14])[C:10]1=[O:15])=[O:8].[C:17]([C:20]1[S:24][C:23](B(O)O)=[CH:22][CH:21]=1)(=[O:19])[CH3:18].C(Cl)Cl.C([O-])([O-])=O.[Na+].[Na+]. (2) The reactants are C(O[C:9](=O)[N:10]([CH:12]([C:14](=[O:41])[NH:15][CH:16]([C:21]([N:23]1[CH2:27][CH:26]([OH:28])[CH2:25][CH:24]1[C:29]([C:31]1[C:39]2[C:34](=[CH:35][C:36]([F:40])=[CH:37][CH:38]=2)[NH:33][CH:32]=1)=[O:30])=[O:22])[C:17]([CH3:20])([CH3:19])[CH3:18])[CH3:13])C)C1C=CC=CC=1.[H][H]. The catalyst is CO.[Pd]. The product is [F:40][C:36]1[CH:35]=[C:34]2[C:39]([C:31]([C:29]([CH:24]3[CH2:25][CH:26]([OH:28])[CH2:27][N:23]3[C:21]([CH:16]([NH:15][C:14](=[O:41])[CH:12]([NH:10][CH3:9])[CH3:13])[C:17]([CH3:18])([CH3:19])[CH3:20])=[O:22])=[O:30])=[CH:32][NH:33]2)=[CH:38][CH:37]=1. The yield is 0.900. (3) The reactants are [CH3:1][O:2][C:3](=[O:12])[C:4]1[CH:9]=[C:8](N)[CH:7]=[CH:6][C:5]=1[Br:11].[CH2:13]=O.[BH3-][C:16]#[N:17].[Na+]. The catalyst is CO.[Cl-].[Cl-].[Zn+2]. The product is [Br:11][C:5]1[CH:6]=[CH:7][C:8]([N:17]([CH3:16])[CH3:13])=[CH:9][C:4]=1[C:3]([O:2][CH3:1])=[O:12]. The yield is 0.920. (4) The reactants are [F:1][C:2]([F:37])([F:36])[C:3]1[CH:4]=[C:5]([CH:29]=[C:30]([C:32]([F:35])([F:34])[F:33])[CH:31]=1)[CH2:6][N:7]([C:10]1[C:19]2[C:14](=[CH:15][CH:16]=[CH:17][CH:18]=2)[N:13]=[C:12]([N:20]([CH2:23][CH:24]2[CH2:28][CH2:27][CH2:26][CH2:25]2)[CH2:21][CH3:22])[CH:11]=1)[C:8]#[N:9].[N-:38]=[N+:39]=[N-:40].[Na+].O.Cl.[C:44](OCC)(=O)C. The catalyst is [Br-].[Zn+2].[Br-]. The product is [F:35][C:32]([F:34])([F:33])[C:30]1[CH:29]=[C:5]([CH:4]=[C:3]([C:2]([F:1])([F:37])[F:36])[CH:31]=1)[CH2:6][N:7]([CH2:10][C:11]1[C:12]([N:20]([CH2:23][CH:24]2[CH2:28][CH2:27][CH2:26][CH2:25]2)[CH2:21][CH3:22])=[N:13][C:14]2[C:19]([CH:44]=1)=[CH:18][CH:17]=[CH:16][CH:15]=2)[C:8]1[NH:9][N:40]=[N:39][N:38]=1. The yield is 0.350. (5) The reactants are [Cl:1][C:2]1[CH:27]=[C:26]([Cl:28])[CH:25]=[CH:24][C:3]=1[O:4][C:5]1[CH:10]=[CH:9][CH:8]=[CH:7][C:6]=1[NH:11][S:12]([C:15]1[CH:23]=[CH:22][C:18]([C:19](O)=[O:20])=[CH:17][CH:16]=1)(=[O:14])=[O:13].C(N(CC)CC)C.CN(C(ON1N=NC2C=CC=CC1=2)=[N+](C)C)C.F[P-](F)(F)(F)(F)F.[C:60]([O:64][C:65]([N:67]1[CH2:72][CH2:71][CH:70]([CH2:73][NH:74][C:75](=[O:78])[CH2:76][NH2:77])[CH2:69][CH2:68]1)=[O:66])([CH3:63])([CH3:62])[CH3:61]. The catalyst is CN(C)C=O. The product is [C:60]([O:64][C:65]([N:67]1[CH2:72][CH2:71][CH:70]([CH2:73][NH:74][C:75](=[O:78])[CH2:76][NH:77][C:19](=[O:20])[C:18]2[CH:17]=[CH:16][C:15]([S:12](=[O:13])(=[O:14])[NH:11][C:6]3[CH:7]=[CH:8][CH:9]=[CH:10][C:5]=3[O:4][C:3]3[CH:24]=[CH:25][C:26]([Cl:28])=[CH:27][C:2]=3[Cl:1])=[CH:23][CH:22]=2)[CH2:69][CH2:68]1)=[O:66])([CH3:63])([CH3:61])[CH3:62]. The yield is 0.590. (6) The reactants are [C:1]([C:3]1[CH:8]=[CH:7][CH:6]=[CH:5][C:4]=1[C:9]1[CH:14]=[CH:13][C:12]([CH2:15][C:16]2[C:17](=[O:42])[N:18]([C@H:28]3[CH2:33][CH2:32][C@H:31]([O:34][CH2:35][C:36](N(OC)C)=[O:37])[CH2:30][CH2:29]3)[C:19]3[N:20]([N:25]=[CH:26][CH:27]=3)[C:21]=2[CH2:22][CH2:23][CH3:24])=[CH:11][CH:10]=1)#[N:2].[CH:43]([Mg]Br)([CH3:45])[CH3:44].C(OCC)(=O)C. The catalyst is O1CCCC1. The product is [OH:37][CH:36]([CH:43]([CH3:45])[CH3:44])[CH2:35][O:34][C@H:31]1[CH2:32][CH2:33][C@H:28]([N:18]2[C:17](=[O:42])[C:16]([CH2:15][C:12]3[CH:13]=[CH:14][C:9]([C:4]4[C:3]([C:1]#[N:2])=[CH:8][CH:7]=[CH:6][CH:5]=4)=[CH:10][CH:11]=3)=[C:21]([CH2:22][CH2:23][CH3:24])[N:20]3[N:25]=[CH:26][CH:27]=[C:19]23)[CH2:29][CH2:30]1. The yield is 0.560. (7) The catalyst is ClCCl. The product is [F:21][C:18]1[CH:17]=[CH:16][C:15]([CH:2]2[CH:3]([C:5]3[CH:10]=[CH:9][CH:8]=[C:7]([C:11]([F:12])([F:13])[F:14])[CH:6]=3)[O:4][C:30](=[O:29])[NH:1]2)=[CH:20][CH:19]=1. The reactants are [NH2:1][CH:2]([C:15]1[CH:20]=[CH:19][C:18]([F:21])=[CH:17][CH:16]=1)[CH:3]([C:5]1[CH:10]=[CH:9][CH:8]=[C:7]([C:11]([F:14])([F:13])[F:12])[CH:6]=1)[OH:4].C(N(CC)CC)C.[O:29]=[C:30](Cl)OC(Cl)(Cl)Cl. The yield is 0.770. (8) The product is [CH3:28][N:25]1[CH2:24][CH2:23][CH:22]([N:19]2[CH2:18][CH2:17][N:16]([C:14]([NH:13][C:9]3[CH:8]=[C:7]([O:6][C:5]4[CH:4]=[CH:3][C:2]([NH:1][C:56]([NH:55][C:53](=[O:54])[CH2:52][C:46]5[CH:47]=[CH:48][CH:49]=[CH:50][CH:51]=5)=[S:57])=[CH:30][CH:29]=4)[CH:12]=[CH:11][N:10]=3)=[O:15])[CH2:21][CH2:20]2)[CH2:27][CH2:26]1. The reactants are [NH2:1][C:2]1[CH:30]=[CH:29][C:5]([O:6][C:7]2[CH:12]=[CH:11][N:10]=[C:9]([NH:13][C:14]([N:16]3[CH2:21][CH2:20][N:19]([CH:22]4[CH2:27][CH2:26][N:25]([CH3:28])[CH2:24][CH2:23]4)[CH2:18][CH2:17]3)=[O:15])[CH:8]=2)=[CH:4][CH:3]=1.C12(CS(O)(=O)=O)C(C)(C)C(CC1)CC2=O.[C:46]1([CH2:52][C:53]([N:55]=[C:56]=[S:57])=[O:54])[CH:51]=[CH:50][CH:49]=[CH:48][CH:47]=1. The catalyst is C(O)C.C1(C)C=CC=CC=1. The yield is 0.330. (9) The reactants are [Cl:1][C:2]1[CH:3]=[C:4]([CH:18]=[CH:19][C:20]=1[F:21])[CH2:5][C:6]1[CH:7]=[N:8][C:9]2[N:10]([N:12]=[CH:13][C:14]=2[C:15]([OH:17])=O)[CH:11]=1.[NH2:22][CH2:23][CH2:24][OH:25].CN(C(ON1N=NC2C=CC=CC1=2)=[N+](C)C)C.[B-](F)(F)(F)F.C(N(CC)CC)C. The catalyst is CN(C=O)C. The yield is 0.340. The product is [Cl:1][C:2]1[CH:3]=[C:4]([CH:18]=[CH:19][C:20]=1[F:21])[CH2:5][C:6]1[CH:7]=[N:8][C:9]2[N:10]([N:12]=[CH:13][C:14]=2[C:15]([NH:22][CH2:23][CH2:24][OH:25])=[O:17])[CH:11]=1. (10) The reactants are C[Si](C)(C)[N-][Si](C)(C)C.[Li+].[C:11]([O:15][C:16]([C@@:18]1([CH2:33][CH2:34]Br)[CH:22]([F:23])[C:21](=[O:24])[N:20]([C@@H:25]([C:27]2[CH:32]=[CH:31][CH:30]=[CH:29][CH:28]=2)[CH3:26])[CH2:19]1)=[O:17])([CH3:14])([CH3:13])[CH3:12]. The catalyst is O1CCCC1. The product is [C:11]([O:15][C:16]([C@@:18]12[CH2:33][CH2:34][C@:22]1([F:23])[C:21](=[O:24])[N:20]([C@@H:25]([C:27]1[CH:32]=[CH:31][CH:30]=[CH:29][CH:28]=1)[CH3:26])[CH2:19]2)=[O:17])([CH3:14])([CH3:13])[CH3:12]. The yield is 0.860.